From a dataset of TCR-epitope binding with 47,182 pairs between 192 epitopes and 23,139 TCRs. Binary Classification. Given a T-cell receptor sequence (or CDR3 region) and an epitope sequence, predict whether binding occurs between them. The epitope is QECVRGTTVL. The TCR CDR3 sequence is CASSSPGYGYTF. Result: 0 (the TCR does not bind to the epitope).